Dataset: Forward reaction prediction with 1.9M reactions from USPTO patents (1976-2016). Task: Predict the product of the given reaction. (1) The product is: [ClH:10].[CH3:22][CH:18]([Se:6][CH2:5][C@@H:4]([C:7]([OH:9])=[O:8])[NH2:3])[C:17]1[CH:20]=[CH:21][C:14]([N+:11]([O-:13])=[O:12])=[CH:15][CH:16]=1. Given the reactants [BH4-].[Na+].[NH2:3][C@H:4]([C:7]([OH:9])=[O:8])[CH2:5][SeH:6].[ClH:10].[N+:11]([C:14]1[CH:21]=[CH:20][C:17]([CH2:18]Br)=[CH:16][CH:15]=1)([O-:13])=[O:12].[CH2:22]1COCC1, predict the reaction product. (2) Given the reactants [F:1][C:2]1[C:7]([N+:8]([O-])=O)=[CH:6][C:5]([CH2:11][C:12]([O:14][CH2:15][CH3:16])=[O:13])=[C:4]([CH3:17])[CH:3]=1, predict the reaction product. The product is: [NH2:8][C:7]1[C:2]([F:1])=[CH:3][C:4]([CH3:17])=[C:5]([CH2:11][C:12]([O:14][CH2:15][CH3:16])=[O:13])[CH:6]=1. (3) Given the reactants C([O-])([O-])=O.[Cs+].[Cs+].[N+:7]([C:10]1[CH:18]=[C:17]2[C:13]([C:14]([C:19]3[CH:26]=[CH:25][C:22]([C:23]#[N:24])=[CH:21][CH:20]=3)=[CH:15][NH:16]2)=[CH:12][CH:11]=1)([O-:9])=[O:8].[CH2:27](Br)[CH2:28][CH:29]([CH3:31])[CH3:30], predict the reaction product. The product is: [CH3:30][CH:29]([CH3:31])[CH2:28][CH2:27][N:16]1[C:17]2[C:13](=[CH:12][CH:11]=[C:10]([N+:7]([O-:9])=[O:8])[CH:18]=2)[C:14]([C:19]2[CH:20]=[CH:21][C:22]([C:23]#[N:24])=[CH:25][CH:26]=2)=[CH:15]1. (4) Given the reactants COC(C1C=C(O)C2C(=C(OCC3C=CC=CC=3)C=C(C#CCOCC3C=CC=CC=3)C=2)N=1)=O.[CH3:35][O:36][C:37]([C:39]1[CH:48]=[C:47]([C:49]#[C:50][CH2:51][NH:52][C:53]([O:55][C:56]([CH3:59])([CH3:58])[CH3:57])=[O:54])[C:46]2[C:41](=[C:42]([O:60][CH2:61][C:62]3[CH:67]=[CH:66][CH:65]=[CH:64][CH:63]=3)[CH:43]=[CH:44][CH:45]=2)[N:40]=1)=[O:38], predict the reaction product. The product is: [CH3:35][O:36][C:37]([C:39]1[CH:48]=[C:47]([CH2:49][CH2:50][CH2:51][NH:52][C:53]([O:55][C:56]([CH3:59])([CH3:58])[CH3:57])=[O:54])[C:46]2[C:41](=[C:42]([O:60][CH2:61][C:62]3[CH:63]=[CH:64][CH:65]=[CH:66][CH:67]=3)[CH:43]=[CH:44][CH:45]=2)[N:40]=1)=[O:38]. (5) Given the reactants [N+:1]([O-:4])([OH:3])=[O:2].C(OC(=O)C)(=O)C.[C:12]1([CH2:20]O)[CH:17]=[CH:16][CH:15]=[C:14]([CH2:18][OH:19])[CH:13]=1.CCOC(C)=O, predict the reaction product. The product is: [N+:1]([O:4][CH2:20][C:12]1[CH:13]=[C:14]([CH2:18][OH:19])[CH:15]=[CH:16][CH:17]=1)([O-:3])=[O:2].